This data is from Full USPTO retrosynthesis dataset with 1.9M reactions from patents (1976-2016). The task is: Predict the reactants needed to synthesize the given product. Given the product [Br:7][C:8]1[CH:13]=[CH:12][C:11]([S:14]([NH2:1])(=[O:16])=[O:15])=[C:10]([CH3:18])[CH:9]=1, predict the reactants needed to synthesize it. The reactants are: [NH3:1].C1COCC1.[Br:7][C:8]1[CH:13]=[CH:12][C:11]([S:14](Cl)(=[O:16])=[O:15])=[C:10]([CH3:18])[CH:9]=1.